Dataset: Forward reaction prediction with 1.9M reactions from USPTO patents (1976-2016). Task: Predict the product of the given reaction. (1) The product is: [C:1]([O:5][C:6](=[O:28])[NH:7][CH:8]([C:20]1[CH:25]=[CH:24][C:23]([Cl:26])=[C:22]([Cl:27])[CH:21]=1)[C:9]([C:11]1[CH:16]=[CH:15][C:14]([C:32]2[CH:33]=[N:34][CH:35]=[C:30]([F:29])[CH:31]=2)=[C:13]([O:18][CH3:19])[CH:12]=1)=[O:10])([CH3:4])([CH3:3])[CH3:2]. Given the reactants [C:1]([O:5][C:6](=[O:28])[NH:7][CH:8]([C:20]1[CH:25]=[CH:24][C:23]([Cl:26])=[C:22]([Cl:27])[CH:21]=1)[C:9]([C:11]1[CH:16]=[CH:15][C:14](Br)=[C:13]([O:18][CH3:19])[CH:12]=1)=[O:10])([CH3:4])([CH3:3])[CH3:2].[F:29][C:30]1[CH:31]=[C:32](B(O)O)[CH:33]=[N:34][CH:35]=1, predict the reaction product. (2) The product is: [NH2:13][C:3]1[CH:4]=[C:5]([CH2:8][C:9]([O:11][CH3:12])=[O:10])[CH:6]=[CH:7][C:2]=1[NH2:1]. Given the reactants [NH2:1][C:2]1[CH:7]=[CH:6][C:5]([CH2:8][C:9]([O:11][CH3:12])=[O:10])=[CH:4][C:3]=1[N+:13]([O-])=O, predict the reaction product. (3) Given the reactants [CH:1]1[C:10]2[C:5](=[CH:6][CH:7]=[CH:8][CH:9]=2)[CH:4]=[CH:3][C:2]=1[S:11](Cl)(=[O:13])=[O:12].[NH2:15][CH2:16][CH2:17][CH2:18][C:19]([O:21][CH3:22])=[O:20], predict the reaction product. The product is: [CH:1]1[C:10]2[C:5](=[CH:6][CH:7]=[CH:8][CH:9]=2)[CH:4]=[CH:3][C:2]=1[S:11]([NH:15][CH2:16][CH2:17][CH2:18][C:19]([O:21][CH3:22])=[O:20])(=[O:13])=[O:12].